Predict the product of the given reaction. From a dataset of Forward reaction prediction with 1.9M reactions from USPTO patents (1976-2016). (1) The product is: [CH2:1]([C:5]1[CH:6]=[C:7]2[C:13]([C:14]3[CH:15]=[N:16][N:17]([CH3:19])[CH:18]=3)=[CH:12][NH:11][C:8]2=[N:9][CH:10]=1)[CH:2]([CH3:4])[CH3:3]. Given the reactants [CH2:1]([C:5]1[CH:6]=[C:7]2[C:13]([C:14]3[CH:15]=[N:16][N:17]([CH3:19])[CH:18]=3)=[CH:12][N:11](S(C3C=CC=CC=3)(=O)=O)[C:8]2=[N:9][CH:10]=1)[CH:2]([CH3:4])[CH3:3].[OH-].[Na+], predict the reaction product. (2) Given the reactants [CH:1]1([C:8]2[CH:17]=[CH:16][C:11]3[NH:12][C:13](=[O:15])[O:14][C:10]=3[CH:9]=2)[CH2:6][CH2:5][C:4](=O)[CH2:3][CH2:2]1.[CH3:18][C:19]1[C:24]([F:25])=[CH:23][CH:22]=[CH:21][C:20]=1[CH2:26][CH2:27][CH2:28][NH2:29], predict the reaction product. The product is: [F:25][C:24]1[C:19]([CH3:18])=[C:20]([CH2:26][CH2:27][CH2:28][NH:29][C@H:4]2[CH2:5][CH2:6][C@H:1]([C:8]3[CH:17]=[CH:16][C:11]4[NH:12][C:13](=[O:15])[O:14][C:10]=4[CH:9]=3)[CH2:2][CH2:3]2)[CH:21]=[CH:22][CH:23]=1. (3) Given the reactants [CH3:1][O:2][C:3]1[CH:8]=[CH:7][C:6]([CH:9]([C:36]2[CH:41]=[CH:40][C:39]([O:42][CH3:43])=[CH:38][CH:37]=2)[O:10][CH:11]([C:30]2[CH:35]=[CH:34][CH:33]=[CH:32][CH:31]=2)[CH:12]2[O:16][CH:15]([N:17]3[CH:22]=[CH:21][C:20](=[O:23])[NH:19][C:18]3=[O:24])[CH:14]([O:25][C:26](=[O:28])[CH3:27])[CH:13]2[OH:29])=[CH:5][CH:4]=1.N1C=CN=C1.[Si:49](Cl)([C:62]([CH3:65])([CH3:64])[CH3:63])([C:56]1[CH:61]=[CH:60][CH:59]=[CH:58][CH:57]=1)[C:50]1[CH:55]=[CH:54][CH:53]=[CH:52][CH:51]=1.C(OCC)(=O)C, predict the reaction product. The product is: [CH3:43][O:42][C:39]1[CH:38]=[CH:37][C:36]([CH:9]([C:6]2[CH:5]=[CH:4][C:3]([O:2][CH3:1])=[CH:8][CH:7]=2)[O:10][CH:11]([C:30]2[CH:35]=[CH:34][CH:33]=[CH:32][CH:31]=2)[CH:12]2[O:16][CH:15]([N:17]3[CH:22]=[CH:21][C:20](=[O:23])[NH:19][C:18]3=[O:24])[CH:14]([O:25][C:26](=[O:28])[CH3:27])[CH:13]2[O:29][Si:49]([C:62]([CH3:65])([CH3:64])[CH3:63])([C:56]2[CH:57]=[CH:58][CH:59]=[CH:60][CH:61]=2)[C:50]2[CH:55]=[CH:54][CH:53]=[CH:52][CH:51]=2)=[CH:41][CH:40]=1. (4) Given the reactants [CH3:1][C:2]1[NH:6][C:5]2[C:7]([C:17]([O:19]C)=[O:18])=[CH:8][C:9]([N:11]3[CH2:16][CH2:15][O:14][CH2:13][CH2:12]3)=[CH:10][C:4]=2[N:3]=1.Br[CH:22]([C:24]1[CH:29]=[CH:28][CH:27]=[C:26]([Cl:30])[C:25]=1[CH3:31])[CH3:23].C(=O)([O-])[O-].[K+].[K+].[OH-].[Li+], predict the reaction product. The product is: [Cl:30][C:26]1[C:25]([CH3:31])=[C:24]([CH:22]([N:3]2[C:4]3[CH:10]=[C:9]([N:11]4[CH2:12][CH2:13][O:14][CH2:15][CH2:16]4)[CH:8]=[C:7]([C:17]([OH:19])=[O:18])[C:5]=3[N:6]=[C:2]2[CH3:1])[CH3:23])[CH:29]=[CH:28][CH:27]=1. (5) The product is: [Cl:11][C:12]1[CH:22]=[CH:21][C:15]2[S:16][CH:17]=[C:18]([CH2:19][N:10]([CH2:19][C:18]3[C:14]4[CH:13]=[C:12]([Cl:11])[CH:22]=[CH:21][C:15]=4[S:16][CH:17]=3)[C:8]3[CH:7]=[CH:6][C:5]4[NH:1][CH:2]=[N:3][C:4]=4[CH:9]=3)[C:14]=2[CH:13]=1. Given the reactants [N:1]1[C:5]2[CH:6]=[CH:7][C:8]([NH2:10])=[CH:9][C:4]=2[NH:3][CH:2]=1.[Cl:11][C:12]1[CH:22]=[CH:21][C:15]2[S:16][CH:17]=[C:18]([CH2:19]Br)[C:14]=2[CH:13]=1.C([O-])([O-])=O.[K+].[K+], predict the reaction product. (6) The product is: [CH3:15][C:16]1[CH:17]=[CH:18][C:19]([N:22]2[CH2:27][CH2:26][N:25]([CH2:2][CH2:3][CH2:4][CH2:5][N:6]3[C:10]4[CH:11]=[CH:12][CH:13]=[CH:14][C:9]=4[N:8]=[CH:7]3)[CH2:24][CH2:23]2)=[CH:20][CH:21]=1. Given the reactants Cl[CH2:2][CH2:3][CH2:4][CH2:5][N:6]1[C:10]2[CH:11]=[CH:12][CH:13]=[CH:14][C:9]=2[N:8]=[CH:7]1.[CH3:15][C:16]1[CH:21]=[CH:20][C:19]([N:22]2[CH2:27][CH2:26][NH:25][CH2:24][CH2:23]2)=[CH:18][CH:17]=1.C(N(C(C)C)CC)(C)C.[I-].[K+], predict the reaction product. (7) Given the reactants [H-].[Al+3].[Li+].[H-].[H-].[H-].C1COCC1.O=[C:13]1[NH:18][CH2:17][C@H:16]([C:19](OC)=[O:20])[C@@H:15]([C:23]2[CH:28]=[CH:27][CH:26]=[CH:25][CH:24]=2)[CH2:14]1.[OH-].[Na+], predict the reaction product. The product is: [C:23]1([C@H:15]2[CH2:14][CH2:13][NH:18][CH2:17][C@@H:16]2[CH2:19][OH:20])[CH:24]=[CH:25][CH:26]=[CH:27][CH:28]=1.